Dataset: Peptide-MHC class I binding affinity with 185,985 pairs from IEDB/IMGT. Task: Regression. Given a peptide amino acid sequence and an MHC pseudo amino acid sequence, predict their binding affinity value. This is MHC class I binding data. The peptide sequence is QYIKWPWYVW. The MHC is HLA-A24:02 with pseudo-sequence HLA-A24:02. The binding affinity (normalized) is 0.916.